Dataset: Catalyst prediction with 721,799 reactions and 888 catalyst types from USPTO. Task: Predict which catalyst facilitates the given reaction. (1) Reactant: [Cl:1][C:2]1[CH:3]=[C:4]([O:12][CH3:13])[C:5]([O:10]C)=[C:6]([O:8][CH3:9])[CH:7]=1.B(Cl)(Cl)Cl. Product: [Cl:1][C:2]1[CH:7]=[C:6]([O:8][CH3:9])[C:5]([OH:10])=[C:4]([O:12][CH3:13])[CH:3]=1. The catalyst class is: 2. (2) Reactant: B(Br)(Br)Br.[F:5][C:6]1[CH:11]=[CH:10][C:9]([N+:12]([O-:14])=[O:13])=[CH:8][C:7]=1[O:15]C. Product: [F:5][C:6]1[CH:11]=[CH:10][C:9]([N+:12]([O-:14])=[O:13])=[CH:8][C:7]=1[OH:15]. The catalyst class is: 13. (3) Reactant: [OH:1][C:2]1[CH:7]=[CH:6][C:5]([C:8](=[O:10])[CH3:9])=[CH:4][C:3]=1[O:11][CH3:12].C(=O)([O-])[O-].[K+].[K+].[CH2:19](Br)[C:20]1[CH:25]=[CH:24][CH:23]=[CH:22][CH:21]=1.C[N:28](C)C=O. Product: [NH2:28][C:6]1[CH:7]=[C:2]([O:1][CH2:19][C:20]2[CH:25]=[CH:24][CH:23]=[CH:22][CH:21]=2)[C:3]([O:11][CH3:12])=[CH:4][C:5]=1[C:8](=[O:10])[CH3:9]. The catalyst class is: 682. (4) Reactant: Cl[C:2]1[CH:3]=[CH:4][C:5]2[N:6]([C:8]([CH:11]([C:13]3[CH:14]=[C:15]4[C:19](=[CH:20][C:21]=3[F:22])[N:18]([CH3:23])[N:17]=[CH:16]4)[CH3:12])=[CH:9][N:10]=2)[N:7]=1.[CH3:24][N:25]1[CH:29]=[C:28](B2OC(C)(C)C(C)(C)O2)[CH:27]=[N:26]1. Product: [F:22][C:21]1[CH:20]=[C:19]2[C:15]([CH:16]=[N:17][N:18]2[CH3:23])=[CH:14][C:13]=1[CH:11]([C:8]1[N:6]2[N:7]=[C:2]([C:28]3[CH:27]=[N:26][N:25]([CH3:24])[CH:29]=3)[CH:3]=[CH:4][C:5]2=[N:10][CH:9]=1)[CH3:12]. The catalyst class is: 57. (5) The catalyst class is: 22. Reactant: [Cl:1][C:2]1[CH:7]=[CH:6][C:5]([N:8]2[C:16]([C:17]#[N:18])=[C:15]3[C:10]([CH:11]=[C:12]([N+:22]([O-:24])=[O:23])[C:13]([CH:19]4[CH2:21][CH2:20]4)=[CH:14]3)=[N+:9]2[O-])=[CH:4][CH:3]=1.P(Cl)(Cl)Cl. Product: [Cl:1][C:2]1[CH:7]=[CH:6][C:5]([N:8]2[C:16]([C:17]#[N:18])=[C:15]3[C:10]([CH:11]=[C:12]([N+:22]([O-:24])=[O:23])[C:13]([CH:19]4[CH2:21][CH2:20]4)=[CH:14]3)=[N:9]2)=[CH:4][CH:3]=1.